Dataset: NCI-60 drug combinations with 297,098 pairs across 59 cell lines. Task: Regression. Given two drug SMILES strings and cell line genomic features, predict the synergy score measuring deviation from expected non-interaction effect. (1) Drug 1: CCN(CC)CCNC(=O)C1=C(NC(=C1C)C=C2C3=C(C=CC(=C3)F)NC2=O)C. Drug 2: C1CNP(=O)(OC1)N(CCCl)CCCl. Cell line: MDA-MB-435. Synergy scores: CSS=-1.30, Synergy_ZIP=2.86, Synergy_Bliss=5.19, Synergy_Loewe=0.637, Synergy_HSA=-0.285. (2) Drug 1: CCCCC(=O)OCC(=O)C1(CC(C2=C(C1)C(=C3C(=C2O)C(=O)C4=C(C3=O)C=CC=C4OC)O)OC5CC(C(C(O5)C)O)NC(=O)C(F)(F)F)O. Drug 2: CC1=C2C(C(=O)C3(C(CC4C(C3C(C(C2(C)C)(CC1OC(=O)C(C(C5=CC=CC=C5)NC(=O)OC(C)(C)C)O)O)OC(=O)C6=CC=CC=C6)(CO4)OC(=O)C)O)C)O. Cell line: SNB-19. Synergy scores: CSS=46.0, Synergy_ZIP=17.0, Synergy_Bliss=19.4, Synergy_Loewe=14.5, Synergy_HSA=15.0. (3) Drug 1: CN1C2=C(C=C(C=C2)N(CCCl)CCCl)N=C1CCCC(=O)O.Cl. Drug 2: CC1=C(C(=O)C2=C(C1=O)N3CC4C(C3(C2COC(=O)N)OC)N4)N. Cell line: OVCAR-4. Synergy scores: CSS=9.71, Synergy_ZIP=-4.09, Synergy_Bliss=-2.38, Synergy_Loewe=-14.8, Synergy_HSA=-1.89. (4) Drug 1: C1=CC(=CC=C1CCCC(=O)O)N(CCCl)CCCl. Drug 2: CC1=C(C=C(C=C1)C(=O)NC2=CC(=CC(=C2)C(F)(F)F)N3C=C(N=C3)C)NC4=NC=CC(=N4)C5=CN=CC=C5. Cell line: 786-0. Synergy scores: CSS=42.8, Synergy_ZIP=-2.15, Synergy_Bliss=-10.6, Synergy_Loewe=-9.49, Synergy_HSA=-11.5. (5) Drug 1: C1=CC(=CC=C1C#N)C(C2=CC=C(C=C2)C#N)N3C=NC=N3. Drug 2: CC12CCC3C(C1CCC2OP(=O)(O)O)CCC4=C3C=CC(=C4)OC(=O)N(CCCl)CCCl.[Na+]. Cell line: U251. Synergy scores: CSS=0.282, Synergy_ZIP=-5.03, Synergy_Bliss=-12.2, Synergy_Loewe=-8.19, Synergy_HSA=-8.45. (6) Drug 1: C1CNP(=O)(OC1)N(CCCl)CCCl. Drug 2: C1C(C(OC1N2C=NC(=NC2=O)N)CO)O. Cell line: RPMI-8226. Synergy scores: CSS=31.8, Synergy_ZIP=3.47, Synergy_Bliss=3.44, Synergy_Loewe=-25.5, Synergy_HSA=5.53. (7) Drug 1: CC1C(C(=O)NC(C(=O)N2CCCC2C(=O)N(CC(=O)N(C(C(=O)O1)C(C)C)C)C)C(C)C)NC(=O)C3=C4C(=C(C=C3)C)OC5=C(C(=O)C(=C(C5=N4)C(=O)NC6C(OC(=O)C(N(C(=O)CN(C(=O)C7CCCN7C(=O)C(NC6=O)C(C)C)C)C)C(C)C)C)N)C. Drug 2: CC1C(C(CC(O1)OC2CC(CC3=C2C(=C4C(=C3O)C(=O)C5=CC=CC=C5C4=O)O)(C(=O)C)O)N)O. Cell line: HCC-2998. Synergy scores: CSS=57.0, Synergy_ZIP=-0.173, Synergy_Bliss=1.67, Synergy_Loewe=0.0669, Synergy_HSA=1.98. (8) Drug 1: CCC1(CC2CC(C3=C(CCN(C2)C1)C4=CC=CC=C4N3)(C5=C(C=C6C(=C5)C78CCN9C7C(C=CC9)(C(C(C8N6C=O)(C(=O)OC)O)OC(=O)C)CC)OC)C(=O)OC)O.OS(=O)(=O)O. Drug 2: CCC(=C(C1=CC=CC=C1)C2=CC=C(C=C2)OCCN(C)C)C3=CC=CC=C3.C(C(=O)O)C(CC(=O)O)(C(=O)O)O. Cell line: TK-10. Synergy scores: CSS=10.4, Synergy_ZIP=5.64, Synergy_Bliss=9.72, Synergy_Loewe=7.81, Synergy_HSA=8.43. (9) Drug 2: CCN(CC)CCNC(=O)C1=C(NC(=C1C)C=C2C3=C(C=CC(=C3)F)NC2=O)C. Cell line: EKVX. Drug 1: CCC1=C2CN3C(=CC4=C(C3=O)COC(=O)C4(CC)O)C2=NC5=C1C=C(C=C5)O. Synergy scores: CSS=8.29, Synergy_ZIP=2.00, Synergy_Bliss=-2.19, Synergy_Loewe=0.0553, Synergy_HSA=0.0553.